This data is from Catalyst prediction with 721,799 reactions and 888 catalyst types from USPTO. The task is: Predict which catalyst facilitates the given reaction. (1) Reactant: [C:1]([O:6][CH2:7][N:8]1[C:17]2[C:12](=[CH:13][CH:14]=[C:15]([O:18][CH2:19][CH2:20][CH2:21][CH2:22][N:23]3[CH2:28][CH2:27][N:26]([C:29]4[CH:34]=[CH:33][CH:32]=[C:31]([Cl:35])[C:30]=4[Cl:36])[CH2:25][CH2:24]3)[CH:16]=2)[CH2:11][CH2:10][C:9]1=[O:37])(=[O:5])[CH2:2][CH2:3][CH3:4].C(O)(C(F)(F)F)=O.C(C1C(=O)C(Cl)=C(Cl)C(=O)C=1C#N)#N. Product: [C:1]([O:6][CH2:7][N:8]1[C:17]2[C:12](=[CH:13][CH:14]=[C:15]([O:18][CH2:19][CH2:20][CH2:21][CH2:22][N:23]3[CH2:28][CH2:27][N:26]([C:29]4[CH:34]=[CH:33][CH:32]=[C:31]([Cl:35])[C:30]=4[Cl:36])[CH2:25][CH2:24]3)[CH:16]=2)[CH:11]=[CH:10][C:9]1=[O:37])(=[O:5])[CH2:2][CH2:3][CH3:4]. The catalyst class is: 1. (2) Reactant: Cl.Cl.Cl.[CH3:4][C:5]1[N:9]([CH:10]2[CH2:16][C@H:15]3[N:17]([CH2:18][CH2:19][C:20]4([C:26]5[CH:31]=[CH:30][CH:29]=[CH:28][CH:27]=5)[O:25][CH2:24][CH2:23][NH:22][CH2:21]4)[C@H:12]([CH2:13][CH2:14]3)[CH2:11]2)[C:8]2[CH:32]=[CH:33][CH:34]=[CH:35][C:7]=2[N:6]=1.CCN(CC)CC.[CH3:43][C:44]([CH3:49])([CH3:48])[C:45](Cl)=[O:46]. Product: [CH3:43][C:44]([CH3:49])([CH3:48])[C:45]([N:22]1[CH2:23][CH2:24][O:25][C:20]([CH2:19][CH2:18][N:17]2[C@H:12]3[CH2:13][CH2:14][C@@H:15]2[CH2:16][CH:10]([N:9]2[C:8]4[CH:32]=[CH:33][CH:34]=[CH:35][C:7]=4[N:6]=[C:5]2[CH3:4])[CH2:11]3)([C:26]2[CH:31]=[CH:30][CH:29]=[CH:28][CH:27]=2)[CH2:21]1)=[O:46]. The catalyst class is: 2. (3) Reactant: [Cl:1][C:2]1[C:3](=[O:34])[N:4]([CH2:19][CH2:20][C:21]2[CH:33]=[CH:32][C:24]([C:25]([O:27]C(C)(C)C)=[O:26])=[CH:23][CH:22]=2)[C:5]([CH2:9][N:10]([CH3:18])[C:11]2[CH:16]=[CH:15][CH:14]=[C:13]([CH3:17])[CH:12]=2)=[C:6]([Cl:8])[CH:7]=1.FC(F)(F)C(O)=O. Product: [Cl:1][C:2]1[C:3](=[O:34])[N:4]([CH2:19][CH2:20][C:21]2[CH:22]=[CH:23][C:24]([C:25]([OH:27])=[O:26])=[CH:32][CH:33]=2)[C:5]([CH2:9][N:10]([CH3:18])[C:11]2[CH:16]=[CH:15][CH:14]=[C:13]([CH3:17])[CH:12]=2)=[C:6]([Cl:8])[CH:7]=1. The catalyst class is: 2. (4) Reactant: [N:1]1[CH:6]=[CH:5][CH:4]=[C:3]([N:7]2[CH2:11][CH2:10][NH:9][C:8]2=[O:12])[CH:2]=1.[H-].[Na+].Br[CH2:16][CH2:17][CH2:18][CH2:19][CH2:20][CH2:21][O:22][C:23]1[S:24][C:25]2[CH:31]=[CH:30][CH:29]=[CH:28][C:26]=2[N:27]=1. Product: [S:24]1[C:25]2[CH:31]=[CH:30][CH:29]=[CH:28][C:26]=2[N:27]=[C:23]1[O:22][CH2:21][CH2:20][CH2:19][CH2:18][CH2:17][CH2:16][N:9]1[CH2:10][CH2:11][N:7]([C:3]2[CH:2]=[N:1][CH:6]=[CH:5][CH:4]=2)[C:8]1=[O:12]. The catalyst class is: 9. (5) Reactant: [CH3:1][C:2]1[C:6]([C:7]2[C:15]3[C:10](=[CH:11][C:12]([F:16])=[CH:13][CH:14]=3)[N:9]([S:17]([C:20]3[CH:25]=[CH:24][CH:23]=[CH:22][CH:21]=3)(=[O:19])=[O:18])[CH:8]=2)=[C:5]([CH3:26])[NH:4][N:3]=1.C([O-])([O-])=O.[Cs+].[Cs+].CS(O[CH2:38][CH:39]1[CH2:44][CH2:43][N:42]([C:45]([O:47][C:48]([CH3:51])([CH3:50])[CH3:49])=[O:46])[CH2:41][CH2:40]1)(=O)=O. Product: [F:16][C:12]1[CH:11]=[C:10]2[C:15]([C:7]([C:6]3[C:5]([CH3:26])=[N:4][N:3]([CH2:38][CH:39]4[CH2:44][CH2:43][N:42]([C:45]([O:47][C:48]([CH3:49])([CH3:51])[CH3:50])=[O:46])[CH2:41][CH2:40]4)[C:2]=3[CH3:1])=[CH:8][N:9]2[S:17]([C:20]2[CH:21]=[CH:22][CH:23]=[CH:24][CH:25]=2)(=[O:19])=[O:18])=[CH:14][CH:13]=1. The catalyst class is: 18. (6) Reactant: [Cl:1][CH2:2][C:3]1[N:4]=[C:5]([C:8]2[C:16]3[C:11](=[C:12]([O:17][CH3:18])[CH:13]=[CH:14][CH:15]=3)[N:10]([CH2:19][CH:20]3[CH2:25][CH2:24][CH2:23][CH2:22][CH2:21]3)[CH:9]=2)[S:6][CH:7]=1.[CH3:26][O:27][CH2:28][CH2:29][NH:30][CH3:31].O1CCOCC1. Product: [ClH:1].[CH:20]1([CH2:19][N:10]2[C:11]3[C:16](=[CH:15][CH:14]=[CH:13][C:12]=3[O:17][CH3:18])[C:8]([C:5]3[S:6][CH:7]=[C:3]([CH2:2][N:30]([CH2:29][CH2:28][O:27][CH3:26])[CH3:31])[N:4]=3)=[CH:9]2)[CH2:25][CH2:24][CH2:23][CH2:22][CH2:21]1. The catalyst class is: 10. (7) Reactant: [Br:1][C:2]1[CH:3]=[C:4]2[C:9](=[CH:10][CH:11]=1)[NH:8][C:7](=[S:12])[N:6]([C:13]1[C:18]([F:19])=[CH:17][CH:16]=[CH:15][C:14]=1[F:20])[C:5]2=[O:21].[C:22]([O-])([O-])=O.[K+].[K+].CI. Product: [Br:1][C:2]1[CH:3]=[C:4]2[C:9](=[CH:10][CH:11]=1)[N:8]=[C:7]([S:12][CH3:22])[N:6]([C:13]1[C:14]([F:20])=[CH:15][CH:16]=[CH:17][C:18]=1[F:19])[C:5]2=[O:21]. The catalyst class is: 3. (8) Reactant: [I:1][C:2]1[CH:3]=[CH:4][C:5]([NH2:8])=[N:6][CH:7]=1.CCN(CC)CC.[C:16](Cl)(=[O:21])[C:17]([CH3:20])([CH3:19])[CH3:18].C([O-])(O)=O.[Na+]. Product: [I:1][C:2]1[CH:3]=[CH:4][C:5]([NH:8][C:16](=[O:21])[C:17]([CH3:20])([CH3:19])[CH3:18])=[N:6][CH:7]=1. The catalyst class is: 4. (9) Reactant: [C:1]([O:5][C:6]([N:8]1[CH2:13][CH2:12][C:11]([O:27][Si:28]([C:31]([CH3:34])([CH3:33])[CH3:32])([CH3:30])[CH3:29])([C:14]2[NH:15][CH:16]=[C:17]([C:19]3[CH:24]=[CH:23][C:22]([F:25])=[C:21]([CH3:26])[CH:20]=3)[N:18]=2)[CH2:10][CH2:9]1)=[O:7])([CH3:4])([CH3:3])[CH3:2].[H-].[Na+].Br[CH2:38][CH2:39][O:40][CH:41]1[CH2:46][CH2:45][CH2:44][CH2:43][O:42]1.O. Product: [C:1]([O:5][C:6]([N:8]1[CH2:9][CH2:10][C:11]([O:27][Si:28]([C:31]([CH3:34])([CH3:33])[CH3:32])([CH3:30])[CH3:29])([C:14]2[N:15]([CH2:38][CH2:39][O:40][CH:41]3[CH2:46][CH2:45][CH2:44][CH2:43][O:42]3)[CH:16]=[C:17]([C:19]3[CH:24]=[CH:23][C:22]([F:25])=[C:21]([CH3:26])[CH:20]=3)[N:18]=2)[CH2:12][CH2:13]1)=[O:7])([CH3:4])([CH3:3])[CH3:2]. The catalyst class is: 3. (10) Reactant: C[O:2][C:3]([CH:5]1[CH2:8][N:7]([C:9]([N:11]2[C:19]3[C:14](=[CH:15][C:16]([O:20][CH2:21][C:22]4[S:23][C:24]([C:33]([F:36])([F:35])[F:34])=[C:25]([C:27]5[CH:32]=[CH:31][CH:30]=[CH:29][CH:28]=5)[CH:26]=4)=[CH:17][CH:18]=3)[CH2:13][CH2:12]2)=[O:10])[CH2:6]1)=[O:4].[OH-].[Na+]. Product: [C:27]1([C:25]2[CH:26]=[C:22]([CH2:21][O:20][C:16]3[CH:15]=[C:14]4[C:19](=[CH:18][CH:17]=3)[N:11]([C:9]([N:7]3[CH2:8][CH:5]([C:3]([OH:4])=[O:2])[CH2:6]3)=[O:10])[CH2:12][CH2:13]4)[S:23][C:24]=2[C:33]([F:35])([F:34])[F:36])[CH:28]=[CH:29][CH:30]=[CH:31][CH:32]=1. The catalyst class is: 92.